From a dataset of Reaction yield outcomes from USPTO patents with 853,638 reactions. Predict the reaction yield, written as a fraction of the theoretical maximum amount of product (1.0 means a 100% yield; for example, 0.34 means a 34% yield). The reactants are [CH3:1][N:2]1[CH2:7][CH2:6][CH:5]([NH:8][CH3:9])[CH2:4][CH2:3]1.C([Li])CCC.[Cl:15][C:16]1[CH:21]=[CH:20][CH:19]=[C:18](Cl)[N:17]=1. The catalyst is O1CCCC1. The product is [CH3:1][N:2]1[CH2:7][CH2:6][CH:5]([NH:8][CH2:9][C:18]2[CH:19]=[CH:20][CH:21]=[C:16]([Cl:15])[N:17]=2)[CH2:4][CH2:3]1. The yield is 0.720.